From a dataset of Forward reaction prediction with 1.9M reactions from USPTO patents (1976-2016). Predict the product of the given reaction. (1) Given the reactants Br[C:2]1[CH:7]=[CH:6][C:5]([S:8][CH3:9])=[CH:4][C:3]=1[F:10].[Li]CCCC.[B:16](OC)([O:19]C)[O:17]C.Cl, predict the reaction product. The product is: [F:10][C:3]1[CH:4]=[C:5]([S:8][CH3:9])[CH:6]=[CH:7][C:2]=1[B:16]([OH:19])[OH:17]. (2) Given the reactants [CH3:1][C:2]1[C:3]([C:15]2[CH:20]=[CH:19][CH:18]=[CH:17][CH:16]=2)=[N:4][C:5]2[C:10]([C:11]=1[C:12](Cl)=[O:13])=[CH:9][CH:8]=[CH:7][CH:6]=2.[CH3:21][OH:22], predict the reaction product. The product is: [CH3:21][O:22][C:12]([C:11]1[C:10]2[C:5](=[CH:6][CH:7]=[CH:8][CH:9]=2)[N:4]=[C:3]([C:15]2[CH:20]=[CH:19][CH:18]=[CH:17][CH:16]=2)[C:2]=1[CH3:1])=[O:13]. (3) Given the reactants [CH3:1][O:2][C:3](=[O:44])[NH:4][CH:5]([C:9]([N:11]1[CH2:15][CH2:14][CH2:13][CH:12]1[C:16]1[NH:17][CH:18]=[C:19]([C:21]2[CH:26]=[CH:25][C:24]([C:27]3[CH:32]=[CH:31][C:30]([C:33](=[O:43])[CH2:34][NH:35][C:36](OC(C)(C)C)=[O:37])=[CH:29][CH:28]=3)=[CH:23][CH:22]=2)[N:20]=1)=[O:10])[CH:6]([CH3:8])[CH3:7].Cl.CCN(C(C)C)C(C)C.[C:55]([O:59][C:60]([N:62]1[CH2:70][C:69]2[C:64](=[CH:65][CH:66]=[CH:67][CH:68]=2)[CH:63]1C(O)=O)=[O:61])([CH3:58])([CH3:57])[CH3:56].CN(C(ON1N=NC2C=CC=NC1=2)=[N+](C)C)C.F[P-](F)(F)(F)(F)F, predict the reaction product. The product is: [C:55]([O:59][C:60]([N:62]1[CH2:70][C:69]2[C:64](=[CH:65][CH:66]=[CH:67][CH:68]=2)[CH:63]1[C:36](=[O:37])[NH:35][CH2:34][C:33]([C:30]1[CH:31]=[CH:32][C:27]([C:24]2[CH:23]=[CH:22][C:21]([C:19]3[N:20]=[C:16]([CH:12]4[CH2:13][CH2:14][CH2:15][N:11]4[C:9](=[O:10])[CH:5]([NH:4][C:3]([O:2][CH3:1])=[O:44])[CH:6]([CH3:8])[CH3:7])[NH:17][CH:18]=3)=[CH:26][CH:25]=2)=[CH:28][CH:29]=1)=[O:43])=[O:61])([CH3:57])([CH3:58])[CH3:56].